From a dataset of CYP1A2 inhibition data for predicting drug metabolism from PubChem BioAssay. Regression/Classification. Given a drug SMILES string, predict its absorption, distribution, metabolism, or excretion properties. Task type varies by dataset: regression for continuous measurements (e.g., permeability, clearance, half-life) or binary classification for categorical outcomes (e.g., BBB penetration, CYP inhibition). Dataset: cyp1a2_veith. (1) The drug is CCC[C@@H]1CC2=CC(=O)CC[C@]2(C)[C@@H]2CC[C@@]3(C)[C@H](CC[C@]3(O)CCC(=O)[O-])[C@H]12.[K+]. The result is 0 (non-inhibitor). (2) The compound is COC1=C[C@H]2C3=C([C@H]2C1=O)[C@H](NC(C)=O)CCc1cc(OC)c(OC)c(OC)c13. The result is 0 (non-inhibitor). (3) The molecule is O=C(O)Cc1ccc([N+](=O)[O-])cc1[N+](=O)[O-]. The result is 1 (inhibitor). (4) The molecule is COC(=O)c1cnn(C(=O)c2cc(OC)ccc2Br)c1N. The result is 1 (inhibitor). (5) The result is 1 (inhibitor). The compound is N#CCCn1c(=O)c(-c2ccc(F)cc2)nc2cnc(N3CCNCC3)nc21. (6) The drug is CN(C)S(=O)(=O)Oc1ccsc1C(=O)Nc1ccc(Cl)c(Cl)c1. The result is 1 (inhibitor). (7) The compound is S=C1NCCOCCOCCOCCN1. The result is 0 (non-inhibitor). (8) The molecule is C[C@]1(c2ccccc2)O[C@@H]2C[C@@H]3[C@@H]4CCC5=CC(=O)C=C[C@@]5(C)[C@]4(F)[C@H](O)C[C@]3(C)[C@@]2(C(=O)CO)O1. The result is 0 (non-inhibitor). (9) The molecule is O=C(Nc1cccc(C(F)(F)F)c1)c1cccn(Cc2ccc3c(c2)OC(F)(F)O3)c1=O. The result is 1 (inhibitor). (10) The molecule is Cc1cccc(C)c1NC(=O)CSc1nc(C)c(CC(=O)c2ccc(Br)cc2)c(C)c1C#N. The result is 0 (non-inhibitor).